Dataset: Reaction yield outcomes from USPTO patents with 853,638 reactions. Task: Predict the reaction yield, written as a fraction of the theoretical maximum amount of product (1.0 means a 100% yield; for example, 0.34 means a 34% yield). (1) The reactants are [NH3:1].S([O-])([O-])(=O)=O.[Mg+2].[CH2:8]([N:15]1[CH2:19][CH2:18][C:17]([C:27]2[CH:28]=[C:29]3[C:33](=[CH:34][CH:35]=2)[NH:32][CH:31]=[C:30]3[CH:36]=O)([CH2:20][C:21]2[CH:26]=[CH:25][CH:24]=[CH:23][CH:22]=2)[CH2:16]1)[C:9]1[CH:14]=[CH:13][CH:12]=[CH:11][CH:10]=1. The catalyst is C1COCC1.O=[Mn]=O. The product is [CH2:8]([N:15]1[CH2:19][CH2:18][C:17]([C:27]2[CH:28]=[C:29]3[C:33](=[CH:34][CH:35]=2)[NH:32][CH:31]=[C:30]3[C:36]#[N:1])([CH2:20][C:21]2[CH:26]=[CH:25][CH:24]=[CH:23][CH:22]=2)[CH2:16]1)[C:9]1[CH:14]=[CH:13][CH:12]=[CH:11][CH:10]=1. The yield is 0.930. (2) The reactants are [O:1]=[C:2]1[CH:7]([N:8]2[C:16](=[O:17])[C:15]3[C:10](=[CH:11][CH:12]=[CH:13][C:14]=3[NH:18][CH2:19][C:20]([OH:22])=[O:21])[C:9]2=[O:23])[CH2:6][CH2:5][C:4](=[O:24])[NH:3]1.CI.[C:27](=O)([O-])[O-].[K+].[K+]. The catalyst is CN(C=O)C.C(Cl)Cl. The product is [CH3:27][O:21][C:20](=[O:22])[CH2:19][NH:18][C:14]1[CH:13]=[CH:12][CH:11]=[C:10]2[C:15]=1[C:16](=[O:17])[N:8]([CH:7]1[CH2:6][CH2:5][C:4](=[O:24])[NH:3][C:2]1=[O:1])[C:9]2=[O:23]. The yield is 0.610. (3) The reactants are [CH2:1]([O:3][C:4](=[O:22])[CH2:5][NH:6][CH2:7][CH2:8][NH:9][S:10]([C:13]1[S:14][C:15]2[CH:21]=[CH:20][CH:19]=[CH:18][C:16]=2[N:17]=1)(=[O:12])=[O:11])[CH3:2].[CH2:23]([O:33][C:34]([NH:36][C:37]1[CH:42]=[CH:41][N:40]([CH2:43][C:44](O)=[O:45])[C:39](=[O:47])[N:38]=1)=[O:35])[C:24]1[CH:32]=[CH:31][C:30]2[O:29][CH2:28][O:27][C:26]=2[CH:25]=1. No catalyst specified. The product is [CH2:1]([O:3][C:4](=[O:22])[CH2:5][N:6]([CH2:7][CH2:8][NH:9][S:10]([C:13]1[S:14][C:15]2[CH:21]=[CH:20][CH:19]=[CH:18][C:16]=2[N:17]=1)(=[O:12])=[O:11])[C:44](=[O:45])[CH2:43][N:40]1[CH:41]=[CH:42][C:37]([NH:36][C:34]([O:33][CH2:23][C:24]2[CH:32]=[CH:31][C:30]3[O:29][CH2:28][O:27][C:26]=3[CH:25]=2)=[O:35])=[N:38][C:39]1=[O:47])[CH3:2]. The yield is 0.860.